This data is from Peptide-MHC class I binding affinity with 185,985 pairs from IEDB/IMGT. The task is: Regression. Given a peptide amino acid sequence and an MHC pseudo amino acid sequence, predict their binding affinity value. This is MHC class I binding data. The peptide sequence is VLAAECTIFK. The MHC is HLA-A11:01 with pseudo-sequence HLA-A11:01. The binding affinity (normalized) is 0.571.